Dataset: CYP3A4 inhibition data for predicting drug metabolism from PubChem BioAssay. Task: Regression/Classification. Given a drug SMILES string, predict its absorption, distribution, metabolism, or excretion properties. Task type varies by dataset: regression for continuous measurements (e.g., permeability, clearance, half-life) or binary classification for categorical outcomes (e.g., BBB penetration, CYP inhibition). Dataset: cyp3a4_veith. (1) The compound is CCOC(=O)c1cnc(-c2ccccc2)nc1Oc1ccc(Cl)c(Cl)c1. The result is 0 (non-inhibitor). (2) The result is 0 (non-inhibitor). The drug is CN(C)C[C@@H](O)c1ccc(Cl)c2ccccc12.Cc1ccc(S(=O)(=O)O)cc1. (3) The compound is COc1ccc(Oc2ncc3nc(-c4cc(F)cc(F)c4)c(=O)n(C)c3n2)cc1. The result is 1 (inhibitor). (4) The molecule is CC(C)CN1CCCC2(CCN(S(=O)(=O)c3ccccc3)CC2)C1. The result is 1 (inhibitor). (5) The drug is Cc1cc2nnc(SCC(=O)OC(C)C)n2c2ccccc12. The result is 0 (non-inhibitor). (6) The molecule is O=C(O)[C@H](Cc1cc(I)c(O)c(I)c1)C1CCCCC1. The result is 0 (non-inhibitor). (7) The compound is CCOC(=O)C1=C(CSc2nc(-c3ccccc3)ccc2C#N)OC(N)=C(C#N)C1c1ccc(OC)cc1. The result is 0 (non-inhibitor). (8) The molecule is COc1ccc(OC)c(C(=O)CN2C(=O)NC(C)(c3ccccc3)C2=O)c1. The result is 1 (inhibitor). (9) The compound is O=C(CSc1nnc2c3ccccc3c3ccccc3c2n1)Nc1ccccc1. The result is 0 (non-inhibitor).